Task: Binary Classification. Given a drug SMILES string, predict its activity (active/inactive) in a high-throughput screening assay against a specified biological target.. Dataset: Orexin1 receptor HTS with 218,158 compounds and 233 confirmed actives The compound is S(=O)(=O)(N)c1ccc(NC=2CC(CC(=O)C2)(C)C)cc1. The result is 0 (inactive).